The task is: Predict which catalyst facilitates the given reaction.. This data is from Catalyst prediction with 721,799 reactions and 888 catalyst types from USPTO. (1) Reactant: [F:1][C:2]1([F:64])[CH2:7][CH2:6][CH:5]([C:8]2[C:17]3[C@@H:16]([O:18]CC4C=CC(OC)=CC=4)[CH2:15][C:14]([CH3:29])([CH3:28])[CH2:13][C:12]=3[N:11]=[C:10]([CH:30]3[CH2:35][CH2:34][N:33]([C:36]4[N:41]=[CH:40][C:39]([O:42][CH2:43][CH:44]5[CH2:49][O:48]C(C)(C)[O:46][CH2:45]5)=[CH:38][N:37]=4)[CH2:32][CH2:31]3)[C:9]=2[C@@H:52]([F:63])[C:53]2[CH:58]=[CH:57][C:56]([C:59]([F:62])([F:61])[F:60])=[CH:55][CH:54]=2)[CH2:4][CH2:3]1.Cl.C(=O)([O-])O.[Na+].[OH-].[Na+]. Product: [F:64][C:2]1([F:1])[CH2:3][CH2:4][CH:5]([C:8]2[C:17]3[C@@H:16]([OH:18])[CH2:15][C:14]([CH3:28])([CH3:29])[CH2:13][C:12]=3[N:11]=[C:10]([CH:30]3[CH2:35][CH2:34][N:33]([C:36]4[N:41]=[CH:40][C:39]([O:42][CH2:43][CH:44]([CH2:49][OH:48])[CH2:45][OH:46])=[CH:38][N:37]=4)[CH2:32][CH2:31]3)[C:9]=2[C@@H:52]([F:63])[C:53]2[CH:58]=[CH:57][C:56]([C:59]([F:60])([F:62])[F:61])=[CH:55][CH:54]=2)[CH2:6][CH2:7]1. The catalyst class is: 12. (2) Reactant: [Cl:1][C:2]1[CH:3]=[C:4]2[C:10]([C:11]3[N:16]=[C:15]([NH:17][C@H:18]([C:20](O)=[O:21])[CH3:19])[CH:14]=[N:13][CH:12]=3)=[CH:9][N:8]([S:23]([C:26]3[CH:31]=[CH:30][CH:29]=[CH:28][CH:27]=3)(=[O:25])=[O:24])[C:5]2=[N:6][CH:7]=1.[F:32][C:33]([F:37])([F:36])[CH2:34][NH2:35].C1CN([P+](ON2N=NC3C=CC=CC2=3)(N2CCCC2)N2CCCC2)CC1.F[P-](F)(F)(F)(F)F.CCN(C(C)C)C(C)C. Product: [Cl:1][C:2]1[CH:3]=[C:4]2[C:10]([C:11]3[N:16]=[C:15]([NH:17][C@H:18]([C:20]([NH:35][CH2:34][C:33]([F:37])([F:36])[F:32])=[O:21])[CH3:19])[CH:14]=[N:13][CH:12]=3)=[CH:9][N:8]([S:23]([C:26]3[CH:27]=[CH:28][CH:29]=[CH:30][CH:31]=3)(=[O:24])=[O:25])[C:5]2=[N:6][CH:7]=1. The catalyst class is: 3. (3) Reactant: [CH2:1]([CH:3]([NH:6][C:7](=[O:17])[CH:8]=[CH:9][C:10]1[CH:15]=[CH:14][C:13]([OH:16])=[CH:12][CH:11]=1)[CH2:4][CH3:5])[CH3:2].[OH-].[K+].Cl[CH2:21][CH2:22][OH:23]. Product: [CH2:1]([CH:3]([NH:6][C:7](=[O:17])[CH:8]=[CH:9][C:10]1[CH:11]=[CH:12][C:13]([O:16][CH2:21][CH2:22][OH:23])=[CH:14][CH:15]=1)[CH2:4][CH3:5])[CH3:2]. The catalyst class is: 8. (4) Reactant: [NH2:1][CH2:2][C:3]1[NH:4][C:5](=[O:13])[C:6]2[CH2:12][O:11][CH2:10][CH2:9][C:7]=2[N:8]=1.[F:14][C:15]1[CH:32]=[CH:31][C:18]([C:19]([CH:21]2[CH2:26][CH2:25][N:24]([CH2:27][C:28](O)=[O:29])[CH2:23][CH2:22]2)=[O:20])=[CH:17][CH:16]=1.Cl.CN(C)CCCN=C=NCC.ON1C2C=CC=CC=2N=N1.C(N(CC)CC)C. Product: [F:14][C:15]1[CH:16]=[CH:17][C:18]([C:19]([CH:21]2[CH2:22][CH2:23][N:24]([CH2:27][C:28]([NH:1][CH2:2][C:3]3[NH:4][C:5](=[O:13])[C:6]4[CH2:12][O:11][CH2:10][CH2:9][C:7]=4[N:8]=3)=[O:29])[CH2:25][CH2:26]2)=[O:20])=[CH:31][CH:32]=1. The catalyst class is: 4. (5) Reactant: Cl.[N:2]1[CH:7]=[CH:6][CH:5]=[CH:4][C:3]=1[C:8]1([CH2:13][C:14]([NH2:16])=[NH:15])[CH2:12][CH2:11][CH2:10][CH2:9]1.[C:17]([O:21][C:22](=[O:37])/[C:23](/O)=[C:24](\[O:28][CH2:29][C:30]1[CH:35]=[CH:34][CH:33]=[CH:32][CH:31]=1)/[C:25](O)=[O:26])([CH3:20])([CH3:19])[CH3:18].C[O-].[Na+]. Product: [C:17]([O:21][C:22]([C:23]1[C:24]([O:28][CH2:29][C:30]2[CH:35]=[CH:34][CH:33]=[CH:32][CH:31]=2)=[C:25]([OH:26])[N:16]=[C:14]([CH2:13][C:8]2([C:3]3[CH:4]=[CH:5][CH:6]=[CH:7][N:2]=3)[CH2:12][CH2:11][CH2:10][CH2:9]2)[N:15]=1)=[O:37])([CH3:20])([CH3:18])[CH3:19]. The catalyst class is: 5.